Dataset: Full USPTO retrosynthesis dataset with 1.9M reactions from patents (1976-2016). Task: Predict the reactants needed to synthesize the given product. (1) Given the product [C:27]([C:30]1[C:31]([NH:44][C:45]2[CH:46]=[CH:47][C:48]([F:51])=[CH:49][CH:50]=2)=[N:32][N:33]([C:35]2([CH2:41][C:42]#[N:43])[CH2:40][CH2:39][N:38]([C:12]([O:6][C:4]([CH3:7])([CH3:5])[CH2:3][O:2][CH3:1])=[O:18])[CH2:37][CH2:36]2)[CH:34]=1)(=[O:29])[NH2:28], predict the reactants needed to synthesize it. The reactants are: [CH3:1][O:2][CH2:3][C:4]([CH3:7])([OH:6])[CH3:5].ClC(Cl)(O[C:12](=[O:18])OC(Cl)(Cl)Cl)Cl.FC(F)(F)C([O-])=O.[C:27]([C:30]1[C:31]([NH:44][C:45]2[CH:50]=[CH:49][C:48]([F:51])=[CH:47][CH:46]=2)=[N:32][N:33]([C:35]2([CH2:41][C:42]#[N:43])[CH2:40][CH2:39][NH2+:38][CH2:37][CH2:36]2)[CH:34]=1)(=[O:29])[NH2:28]. (2) Given the product [C:15]([N:11]1[C:12]2[C:8](=[CH:7][C:6]([O:5][CH2:4][C:3]([OH:39])=[O:2])=[CH:14][CH:13]=2)[C:9]([NH:18][C:19]([N:21]2[C@H:26]([C:27](=[O:38])[NH:28][CH2:29][C:30]3[CH:35]=[CH:34][CH:33]=[C:32]([Cl:36])[C:31]=3[F:37])[CH2:25][C@@H:24]3[C@H:22]2[CH2:23]3)=[O:20])=[CH:10]1)(=[O:17])[NH2:16], predict the reactants needed to synthesize it. The reactants are: C[O:2][C:3](=[O:39])[CH2:4][O:5][C:6]1[CH:7]=[C:8]2[C:12](=[CH:13][CH:14]=1)[N:11]([C:15](=[O:17])[NH2:16])[CH:10]=[C:9]2[NH:18][C:19]([N:21]1[C@H:26]([C:27](=[O:38])[NH:28][CH2:29][C:30]2[CH:35]=[CH:34][CH:33]=[C:32]([Cl:36])[C:31]=2[F:37])[CH2:25][C@@H:24]2[C@H:22]1[CH2:23]2)=[O:20].[OH-].[Na+]. (3) Given the product [C:23]([O:27][C:28]([N:30]1[CH2:31][CH2:32][CH2:33][C:34]1=[O:35])=[O:29])([CH3:26])([CH3:24])[CH3:25], predict the reactants needed to synthesize it. The reactants are: F[B-](F)(F)F.C(N(CC)C=[N+](CC)CC)C.CC(C)([O-])C.[K+].[C:23]([O:27][C:28]([N:30]1[C:34](=[O:35])[CH2:33][CH2:32][C@H:31]1CC1C=CC(C2C=CC=CC=2)=CC=1)=[O:29])([CH3:26])([CH3:25])[CH3:24].F[P-](F)(F)(F)(F)F.[NH4+]. (4) Given the product [Cl:29][C:5]1[C:6]([NH:9][C:10](=[O:18])[CH2:11][C:12]2[CH:17]=[CH:16][CH:15]=[CH:14][CH:13]=2)=[CH:7][N:8]=[C:3]([S:2][CH3:1])[N:4]=1, predict the reactants needed to synthesize it. The reactants are: [CH3:1][S:2][C:3]1[NH:4][C:5](=O)[C:6]([NH:9][C:10](=[O:18])[CH2:11][C:12]2[CH:17]=[CH:16][CH:15]=[CH:14][CH:13]=2)=[CH:7][N:8]=1.C(N(CC)CC)C.P(Cl)(Cl)([Cl:29])=O.C(=O)([O-])O.[Na+]. (5) Given the product [NH2:27][N:3]1[CH:4]([C:21]2[CH:26]=[CH:25][CH:24]=[CH:23][N:22]=2)[CH2:5][C:6]2[NH:7][C:8]3[CH:15]=[CH:14][C:13]([O:16][C:17]([F:20])([F:19])[F:18])=[CH:12][C:9]=3[S:10][C:11]=2[C:2]1=[O:1], predict the reactants needed to synthesize it. The reactants are: [O:1]=[C:2]1[C:11]2[S:10][C:9]3[CH:12]=[C:13]([O:16][C:17]([F:20])([F:19])[F:18])[CH:14]=[CH:15][C:8]=3[NH:7][C:6]=2[CH2:5][CH:4]([C:21]2[CH:26]=[CH:25][CH:24]=[CH:23][N:22]=2)[N:3]1[NH:27]C(=O)C.Cl. (6) Given the product [Cl:1][C:2]1[CH:7]=[C:6]([O:8][C:9]2[CH:20]=[CH:19][C:12]3[N:13]=[C:14]([NH:21][C@H:22]([CH2:25][CH:26]([CH3:28])[CH3:27])[CH2:23][OH:24])[S:15][C:11]=3[CH:10]=2)[CH:5]=[CH:4][N:3]=1, predict the reactants needed to synthesize it. The reactants are: [Cl:1][C:2]1[CH:7]=[C:6]([O:8][C:9]2[CH:20]=[CH:19][C:12]3[N:13]=[C:14](S(C)=O)[S:15][C:11]=3[CH:10]=2)[CH:5]=[CH:4][N:3]=1.[NH2:21][C@H:22]([CH2:25][CH:26]([CH3:28])[CH3:27])[CH2:23][OH:24].CCN(C(C)C)C(C)C.